The task is: Regression. Given a peptide amino acid sequence and an MHC pseudo amino acid sequence, predict their binding affinity value. This is MHC class II binding data.. This data is from Peptide-MHC class II binding affinity with 134,281 pairs from IEDB. (1) The peptide sequence is LNKIVRMYSPVSILDI. The MHC is DRB1_1101 with pseudo-sequence DRB1_1101. The binding affinity (normalized) is 0.596. (2) The peptide sequence is ISATPEWATPFPHRK. The MHC is DRB1_0301 with pseudo-sequence DRB1_0301. The binding affinity (normalized) is 0.0227. (3) The peptide sequence is AAWGGSGSEAYQGVQ. The MHC is DRB3_0202 with pseudo-sequence DRB3_0202. The binding affinity (normalized) is 0. (4) The peptide sequence is SKTSASIGSLCADARMYGVL. The MHC is H-2-IAs with pseudo-sequence H-2-IAs. The binding affinity (normalized) is 0.210.